Dataset: Reaction yield outcomes from USPTO patents with 853,638 reactions. Task: Predict the reaction yield, written as a fraction of the theoretical maximum amount of product (1.0 means a 100% yield; for example, 0.34 means a 34% yield). (1) The reactants are [CH3:1][C:2]1[C:11]2[NH:10][CH2:9][CH2:8][O:7][C:6]=2[CH:5]=[CH:4][C:3]=1[B:12]1[O:16][C:15]([CH3:18])([CH3:17])[C:14]([CH3:20])([CH3:19])[O:13]1.I[CH3:22]. The catalyst is CN(C)C=O.C(OCC)(=O)C. The product is [CH3:22][N:10]1[CH2:9][CH2:8][O:7][C:6]2[CH:5]=[CH:4][C:3]([B:12]3[O:13][C:14]([CH3:20])([CH3:19])[C:15]([CH3:18])([CH3:17])[O:16]3)=[C:2]([CH3:1])[C:11]1=2. The yield is 0.590. (2) The reactants are [CH:1]1([CH2:6][C@@H:7]([C:20]([NH:22][NH:23][C:24]2[C:29]([F:30])=[C:28]([N:31]3[CH2:35][CH2:34][CH2:33][CH2:32]3)[N:27]=[C:26]([CH3:36])[N:25]=2)=[O:21])[CH2:8][N:9]([O:12]CC2C=CC=CC=2)[CH:10]=[O:11])[CH2:5][CH2:4][CH2:3][CH2:2]1. The catalyst is CO. The product is [CH:1]1([CH2:6][C@@H:7]([C:20]([NH:22][NH:23][C:24]2[C:29]([F:30])=[C:28]([N:31]3[CH2:35][CH2:34][CH2:33][CH2:32]3)[N:27]=[C:26]([CH3:36])[N:25]=2)=[O:21])[CH2:8][N:9]([OH:12])[CH:10]=[O:11])[CH2:2][CH2:3][CH2:4][CH2:5]1. The yield is 0.570. (3) The reactants are S(=O)(=O)(O)O.[F:6][C:7]([F:20])([F:19])[O:8][C:9]1[CH:14]=[CH:13][C:12]([CH2:15][C:16]([OH:18])=[O:17])=[CH:11][CH:10]=1.[CH2:21](O)[CH3:22]. No catalyst specified. The product is [F:6][C:7]([F:19])([F:20])[O:8][C:9]1[CH:10]=[CH:11][C:12]([CH2:15][C:16]([O:18][CH2:21][CH3:22])=[O:17])=[CH:13][CH:14]=1. The yield is 0.910. (4) The reactants are ClC(OCC)=O.[C:7]([O:11][C:12]([NH:14][CH2:15][CH2:16][C:17]([OH:19])=O)=[O:13])([CH3:10])([CH3:9])[CH3:8].CN1CCOCC1.[N-:27]=[N+:28]=[N-:29].[Na+]. The catalyst is C1COCC1.O.C(OCC)(=O)C. The product is [C:7]([O:11][C:12](=[O:13])[NH:14][CH2:15][CH2:16][C:17]([N:27]=[N+:28]=[N-:29])=[O:19])([CH3:10])([CH3:9])[CH3:8]. The yield is 0.950. (5) The reactants are Cl[C:2]1[C:7]2[CH2:8][N:9]([CH2:12][C:13]3[N:14]=[N:15][C:16]([O:20][CH2:21][C:22]([F:25])([F:24])[F:23])=[C:17]([CH3:19])[CH:18]=3)[C:10](=[O:11])[C:6]=2[CH:5]=[CH:4][N:3]=1.[CH:26]([O:28][C:29]1[CH:34]=[CH:33][CH:32]=[CH:31][CH:30]=1)=[O:27]. No catalyst specified. The product is [CH3:19][C:17]1[CH:18]=[C:13]([CH2:12][N:9]2[C:10](=[O:11])[C:6]3[CH:5]=[CH:4][N:3]=[C:2]([C:26]([O:28][C:29]4[CH:34]=[CH:33][CH:32]=[CH:31][CH:30]=4)=[O:27])[C:7]=3[CH2:8]2)[N:14]=[N:15][C:16]=1[O:20][CH2:21][C:22]([F:25])([F:24])[F:23]. The yield is 0.640. (6) The reactants are [OH:1][C:2]1[CH:3]=[C:4]2[C:8](=[CH:9][C:10]=1[CH3:11])[C:7](=O)[CH2:6][C:5]2([CH3:14])[CH3:13].S(=O)(=O)(O)O. The catalyst is CO. The product is [CH3:13][C:5]1([CH3:14])[C:4]2[C:8](=[CH:9][C:10]([CH3:11])=[C:2]([OH:1])[CH:3]=2)[CH2:7][CH2:6]1. The yield is 0.640.